Predict the reaction yield, written as a fraction of the theoretical maximum amount of product (1.0 means a 100% yield; for example, 0.34 means a 34% yield). From a dataset of Reaction yield outcomes from USPTO patents with 853,638 reactions. The reactants are [C:1]([O:5][C:6](=[O:33])[CH2:7][NH:8][C:9]([C:11]1[C:16]([O:17]CC2C=CC=CC=2)=[CH:15][C:14]([O:25]CC2C=CC=CC=2)=[CH:13][N:12]=1)=[O:10])([CH3:4])([CH3:3])[CH3:2]. The catalyst is CCO.[Pd]. The product is [C:1]([O:5][C:6](=[O:33])[CH2:7][NH:8][C:9]([C:11]1[C:16]([OH:17])=[CH:15][C:14]([OH:25])=[CH:13][N:12]=1)=[O:10])([CH3:4])([CH3:2])[CH3:3]. The yield is 0.660.